Dataset: Forward reaction prediction with 1.9M reactions from USPTO patents (1976-2016). Task: Predict the product of the given reaction. (1) Given the reactants CS([O:5][CH2:6][CH2:7][N:8]1[C:16]2[N:15]=[C:14]([NH2:17])[N:13]3[N:18]=[C:19]([C:21]4[O:22][CH:23]=[CH:24][CH:25]=4)[N:20]=[C:12]3[C:11]=2[CH:10]=[CH:9]1)(=O)=O.[F:26][C:27]1[CH:32]=[C:31]([F:33])[CH:30]=[CH:29][C:28]=1O.CCN(C(C)C)C(C)C, predict the reaction product. The product is: [F:26][C:27]1[CH:32]=[C:31]([F:33])[CH:30]=[CH:29][C:28]=1[O:5][CH2:6][CH2:7][N:8]1[C:16]2[N:15]=[C:14]([NH2:17])[N:13]3[N:18]=[C:19]([C:21]4[O:22][CH:23]=[CH:24][CH:25]=4)[N:20]=[C:12]3[C:11]=2[CH:10]=[CH:9]1. (2) Given the reactants [Br:1][C:2]1[CH:3]=[C:4]2[C:9](=[CH:10][CH:11]=1)[N:8]=[CH:7][C:6]([C:12](=[O:14])[CH3:13])=[C:5]2Cl.Cl.Cl.[CH3:18][N:19]([CH2:21][C@H:22]1[CH2:27][CH2:26][C@H:25]([NH2:28])[CH2:24][CH2:23]1)[CH3:20], predict the reaction product. The product is: [Br:1][C:2]1[CH:3]=[C:4]2[C:9](=[CH:10][CH:11]=1)[N:8]=[CH:7][C:6]([C:12](=[O:14])[CH3:13])=[C:5]2[NH:28][C@H:25]1[CH2:26][CH2:27][C@H:22]([CH2:21][N:19]([CH3:20])[CH3:18])[CH2:23][CH2:24]1. (3) Given the reactants [C:1]([O:5][C:6](=[O:28])[NH:7][C:8]1[CH:13]=[CH:12][C:11]([C:14](=[O:26])[NH:15][CH2:16][C:17]2[CH:22]=[CH:21][C:20]([C:23]#[N:24])=[CH:19][C:18]=2[OH:25])=[CH:10][C:9]=1[CH3:27])([CH3:4])([CH3:3])[CH3:2].C(=O)([O-])[O-].[Cs+].[Cs+].Br.Br[CH2:37][C:38]1[CH:43]=[CH:42][CH:41]=[CH:40][N:39]=1.O, predict the reaction product. The product is: [C:1]([O:5][C:6](=[O:28])[NH:7][C:8]1[CH:13]=[CH:12][C:11]([C:14](=[O:26])[NH:15][CH2:16][C:17]2[CH:22]=[CH:21][C:20]([C:23]#[N:24])=[CH:19][C:18]=2[O:25][CH2:37][C:38]2[CH:43]=[CH:42][CH:41]=[CH:40][N:39]=2)=[CH:10][C:9]=1[CH3:27])([CH3:4])([CH3:3])[CH3:2]. (4) Given the reactants [F:1][C:2]([F:7])([F:6])[C:3](=[S:5])[NH2:4].CC(O)(C)C.Cl[CH:14]([C:20](=O)[CH3:21])[C:15]([O:17][CH2:18][CH3:19])=[O:16], predict the reaction product. The product is: [CH3:21][C:20]1[N:4]=[C:3]([C:2]([F:7])([F:6])[F:1])[S:5][C:14]=1[C:15]([O:17][CH2:18][CH3:19])=[O:16]. (5) Given the reactants [CH:1]12[CH2:7][CH:4]([CH2:5][CH2:6]1)[CH:3]=[CH:2]2.C([Al](CC(C)C)CC(C)C)C(C)C.C=C.Cl, predict the reaction product. The product is: [CH2:1]=[CH2:2].[CH:1]12[CH2:7][CH:4]([CH2:5][CH2:6]1)[CH:3]=[CH:2]2. (6) Given the reactants [CH3:1][C:2]1[C:6]([NH2:7])=[CH:5][O:4][N:3]=1.ON1C2N=CC=CC=2N=N1.C(Cl)CCl.C(N(C(C)C)CC)(C)C.[F:31][C:32]1[CH:37]=[CH:36][C:35]([CH2:38][O:39][C:40]2[CH:48]=[CH:47][C:46]([C:49]3[CH:50]=[N:51][N:52]([CH2:54][CH2:55][N:56]4[CH2:61][CH2:60][O:59][CH2:58][CH2:57]4)[CH:53]=3)=[CH:45][C:41]=2[C:42](O)=[O:43])=[CH:34][CH:33]=1, predict the reaction product. The product is: [F:31][C:32]1[CH:33]=[CH:34][C:35]([CH2:38][O:39][C:40]2[CH:48]=[CH:47][C:46]([C:49]3[CH:50]=[N:51][N:52]([CH2:54][CH2:55][N:56]4[CH2:61][CH2:60][O:59][CH2:58][CH2:57]4)[CH:53]=3)=[CH:45][C:41]=2[C:42]([NH:7][C:6]2[C:2]([CH3:1])=[N:3][O:4][CH:5]=2)=[O:43])=[CH:36][CH:37]=1. (7) Given the reactants [Cl:1][C:2]1[CH:10]=[CH:9][C:5]([C:6]([O-:8])=[O:7])=[CH:4][CH:3]=1.[K+].Cl[CH2:13][CH2:14][CH2:15][N:16]1[C:24]2[C:19](=[CH:20][C:21]([CH2:27][CH:28]([N+:30]([O-:32])=[O:31])[CH3:29])=[CH:22][C:23]=2[C:25]#[N:26])[CH2:18][CH2:17]1.O, predict the reaction product. The product is: [Cl:1][C:2]1[CH:10]=[CH:9][C:5]([C:6]([O:8][CH2:13][CH2:14][CH2:15][N:16]2[C:24]3[C:19](=[CH:20][C:21]([CH2:27][CH:28]([N+:30]([O-:32])=[O:31])[CH3:29])=[CH:22][C:23]=3[C:25]#[N:26])[CH2:18][CH2:17]2)=[O:7])=[CH:4][CH:3]=1. (8) Given the reactants [CH:1]([O:4][C:5]([N:7]1[CH2:12][CH2:11][CH:10]([O:13][C:14]2[CH:19]=[CH:18][C:17](B3OC(C)(C)C(C)(C)O3)=[CH:16][CH:15]=2)[CH2:9][CH2:8]1)=[O:6])([CH3:3])[CH3:2].[C:29]([O:33][C:34]([NH:36][C@H:37]([C:54]([N:56]1[CH2:60][CH2:59][CH2:58][C@H:57]1[C:61]#[N:62])=[O:55])[CH2:38][C:39]1[CH:44]=[CH:43][C:42](OS(C(F)(F)F)(=O)=O)=[CH:41][C:40]=1[F:53])=[O:35])([CH3:32])([CH3:31])[CH3:30], predict the reaction product. The product is: [CH:1]([O:4][C:5]([N:7]1[CH2:8][CH2:9][CH:10]([O:13][C:14]2[CH:15]=[CH:16][C:17]([C:42]3[CH:43]=[CH:44][C:39]([CH2:38][C@H:37]([NH:36][C:34]([O:33][C:29]([CH3:31])([CH3:30])[CH3:32])=[O:35])[C:54]([N:56]4[CH2:60][CH2:59][CH2:58][C@H:57]4[C:61]#[N:62])=[O:55])=[C:40]([F:53])[CH:41]=3)=[CH:18][CH:19]=2)[CH2:11][CH2:12]1)=[O:6])([CH3:2])[CH3:3]. (9) Given the reactants [C@@H:1]1([N:10]2[C:19]3[N:18]=[CH:17][N:16]=[C:14]([NH2:15])[C:13]=3[N:12]=[CH:11]2)[O:9][C@H:6]([CH2:7][OH:8])[C@@H:4]([OH:5])[C@H:2]1[OH:3].OO.[OH-].[Na+].C(=S)=[S:25], predict the reaction product. The product is: [CH:11]1[N:10]([C@@H:1]2[O:9][C@H:6]([CH2:7][OH:8])[C@@H:4]([OH:5])[C@H:2]2[OH:3])[C:19]2[C:13](=[C:14]([NH2:15])[NH:16][C:17]([N:18]=2)=[S:25])[N:12]=1.